From a dataset of Catalyst prediction with 721,799 reactions and 888 catalyst types from USPTO. Predict which catalyst facilitates the given reaction. (1) Reactant: [F:1][C:2]1[C:10]2[NH:9][C:8](=[O:11])[N:7]([CH:12]3[CH2:17][CH2:16][N:15](C(OC(C)(C)C)=O)[CH2:14][CH2:13]3)[C:6]=2[CH:5]=[CH:4][CH:3]=1.[ClH:25].O1CCOCC1. Product: [ClH:25].[F:1][C:2]1[C:10]2[NH:9][C:8](=[O:11])[N:7]([CH:12]3[CH2:17][CH2:16][NH:15][CH2:14][CH2:13]3)[C:6]=2[CH:5]=[CH:4][CH:3]=1. The catalyst class is: 4. (2) Reactant: [O:1]=[C:2]1[NH:7][C:6]2[CH:8]=[C:9]([C:12](=[CH:15][C:16]3[CH:21]=[CH:20][CH:19]=[CH:18][CH:17]=3)[CH:13]=O)[CH:10]=[CH:11][C:5]=2[O:4][CH2:3]1.[C:22](=[S:25])([NH2:24])[CH3:23].Cl.C(O)C. Product: [CH3:23][C:22]1[S:25][CH:15]([C:16]2[CH:21]=[CH:20][CH:19]=[CH:18][CH:17]=2)[C:12]([C:9]2[CH:10]=[CH:11][C:5]3[O:4][CH2:3][C:2](=[O:1])[NH:7][C:6]=3[CH:8]=2)=[CH:13][N:24]=1. The catalyst class is: 13.